From a dataset of Blood-brain barrier penetration binary classification data from Martins et al.. Regression/Classification. Given a drug SMILES string, predict its absorption, distribution, metabolism, or excretion properties. Task type varies by dataset: regression for continuous measurements (e.g., permeability, clearance, half-life) or binary classification for categorical outcomes (e.g., BBB penetration, CYP inhibition). Dataset: bbb_martins. The drug is Cc1nccn1C(C)c1ccccc1. The result is 1 (penetrates BBB).